From a dataset of Full USPTO retrosynthesis dataset with 1.9M reactions from patents (1976-2016). Predict the reactants needed to synthesize the given product. (1) Given the product [CH3:35][N:9]([CH2:8][CH2:5][NH:6][CH3:7])[C:17](=[O:20])[O:18][C:26]([CH3:33])([CH3:27])[CH3:25], predict the reactants needed to synthesize it. The reactants are: BrC1C(N(C2CCCC2)N)=N[C:5]([C:8]#[N:9])=[N:6][CH:7]=1.[C:17](=[O:20])([O-])[O-:18].[K+].[K+].BrC1C=C[C:27](C(Br)=O)=[C:26]([CH3:33])[CH:25]=1.O.[C:35](OC)(C)(C)C. (2) Given the product [O:1]1[C:5]2[CH:6]=[CH:7][C:8]([CH2:10][C:11]3[O:17][C:16](=[O:18])[C:15]4[C:19]([F:30])=[CH:20][C:21]([N:23]5[CH2:28][CH2:27][N:26]([CH3:29])[CH2:25][CH2:24]5)=[CH:22][C:14]=4[N:13]=3)=[CH:9][C:4]=2[O:3][CH2:2]1, predict the reactants needed to synthesize it. The reactants are: [O:1]1[C:5]2[CH:6]=[CH:7][C:8]([CH2:10][C:11]([NH:13][C:14]3[CH:22]=[C:21]([N:23]4[CH2:28][CH2:27][N:26]([CH3:29])[CH2:25][CH2:24]4)[CH:20]=[C:19]([F:30])[C:15]=3[C:16]([OH:18])=[O:17])=O)=[CH:9][C:4]=2[O:3][CH2:2]1. (3) Given the product [ClH:38].[ClH:38].[N:8]1([CH2:7][CH:6]([C:2]2([OH:1])[CH2:5][CH2:4][CH2:3]2)[C:21]2[CH:26]=[CH:25][C:24]([C:27]3[CH:32]=[CH:31][CH:30]=[C:29]([O:33][C:34]([F:37])([F:36])[F:35])[CH:28]=3)=[CH:23][CH:22]=2)[CH2:13][CH2:12][NH:11][CH2:10][CH2:9]1, predict the reactants needed to synthesize it. The reactants are: [OH:1][C:2]1([CH:6]([C:21]2[CH:26]=[CH:25][C:24]([C:27]3[CH:32]=[CH:31][CH:30]=[C:29]([O:33][C:34]([F:37])([F:36])[F:35])[CH:28]=3)=[CH:23][CH:22]=2)[CH2:7][N:8]2[CH2:13][CH2:12][N:11](C(OC(C)(C)C)=O)[CH2:10][CH2:9]2)[CH2:5][CH2:4][CH2:3]1.[ClH:38].